This data is from Reaction yield outcomes from USPTO patents with 853,638 reactions. The task is: Predict the reaction yield, written as a fraction of the theoretical maximum amount of product (1.0 means a 100% yield; for example, 0.34 means a 34% yield). (1) The reactants are [C:1]([O:5][C:6]([N:8]1[CH2:13][CH2:12][C:11]([C:16]#[N:17])([CH2:14][OH:15])[CH2:10][CH2:9]1)=[O:7])([CH3:4])([CH3:3])[CH3:2].[CH3:18][S:19](Cl)(=[O:21])=[O:20]. The catalyst is O1CCCC1.C(N(CC)CC)C. The product is [C:1]([O:5][C:6]([N:8]1[CH2:13][CH2:12][C:11]([C:16]#[N:17])([CH2:14][O:15][S:19]([CH3:18])(=[O:21])=[O:20])[CH2:10][CH2:9]1)=[O:7])([CH3:4])([CH3:2])[CH3:3]. The yield is 1.00. (2) The reactants are [S:1]1[C:5]2[CH:6]=[C:7]([N:10]3[CH2:14][C:13]([CH3:16])([CH3:15])[NH:12][C:11]3=[O:17])[CH:8]=[CH:9][C:4]=2[N:3]=[CH:2]1.Br[C:19]1[CH:20]=[N:21][CH:22]=[CH:23][CH:24]=1.N[C@@H]1CCCC[C@H]1N.P([O-])([O-])([O-])=O.[K+].[K+].[K+]. The catalyst is [Cu](I)I.O1CCOCC1. The product is [S:1]1[C:5]2[CH:6]=[C:7]([N:10]3[CH2:14][C:13]([CH3:15])([CH3:16])[N:12]([C:19]4[CH:20]=[N:21][CH:22]=[CH:23][CH:24]=4)[C:11]3=[O:17])[CH:8]=[CH:9][C:4]=2[N:3]=[CH:2]1. The yield is 0.114. (3) The reactants are [OH:1][CH2:2][CH2:3][C@@H:4]1[NH:18][C:17](=[O:19])[N:16]([CH3:20])[CH2:15][CH2:14][CH2:13][CH2:12][CH:11]=[CH:10][C@H:9]2[C@@:7]([C:21]([O:23][CH2:24][CH3:25])=[O:22])([CH2:8]2)[NH:6][C:5]1=[O:26].[Cl:27][C:28]1[C:29]([O:48][CH3:49])=[CH:30][CH:31]=[C:32]2[C:37]=1[N:36]=[C:35]([N:38]1[CH:42]=[CH:41][C:40]([C:43]([F:46])([F:45])[F:44])=[N:39]1)[CH:34]=[C:33]2O.C(C1N=C(C2C=C(OCC[C@@H]3NC(=O)N(C)CCCCC=C[C@H]4[C@@](C(OCC)=O)(C4)NC3=O)C3C(=C(C)C(OC)=CC=3)N=2)SC=1)(C)C. No catalyst specified. The product is [CH3:49][O:48][C:29]1[C:28]([Cl:27])=[C:37]2[C:32]([C:33]([O:1][CH2:2][CH2:3][C@@H:4]3[NH:18][C:17](=[O:19])[N:16]([CH3:20])[CH2:15][CH2:14][CH2:13][CH2:12][CH:11]=[CH:10][C@H:9]4[C@@:7]([C:21]([O:23][CH2:24][CH3:25])=[O:22])([CH2:8]4)[NH:6][C:5]3=[O:26])=[CH:34][C:35]([N:38]3[CH:42]=[CH:41][C:40]([C:43]([F:45])([F:44])[F:46])=[N:39]3)=[N:36]2)=[CH:31][CH:30]=1. The yield is 0.500. (4) The reactants are [NH:1]1[C:9]2[C:4](=[CH:5][CH:6]=[CH:7][CH:8]=2)[CH2:3][C:2]1=[O:10].[N+:11]([O-])([OH:13])=[O:12]. The catalyst is S(=O)(=O)(O)O. The product is [N+:11]([C:6]1[CH:5]=[C:4]2[C:9](=[CH:8][CH:7]=1)[NH:1][C:2](=[O:10])[CH2:3]2)([O-:13])=[O:12]. The yield is 0.700. (5) The reactants are [F:1][C:2]1[CH:3]=[C:4]([C:8]2[C:12]([CH2:13][O:14][C:15]3[CH:23]=[CH:22][C:18]([C:19]([OH:21])=O)=[CH:17][N:16]=3)=[C:11]([CH3:24])[O:10][N:9]=2)[CH:5]=[CH:6][CH:7]=1.F[B-](F)(F)F.[N:30]1(OC(N(C)C)=[N+](C)C)[C:34]2[CH:35]=CC=C[C:33]=2N=N1.C(N(CC)C(C)C)(C)C.C(N)(C)C. The catalyst is CN(C=O)C. The product is [F:1][C:2]1[CH:3]=[C:4]([C:8]2[C:12]([CH2:13][O:14][C:15]3[CH:23]=[CH:22][C:18]([C:19]([NH:30][CH:34]([CH3:35])[CH3:33])=[O:21])=[CH:17][N:16]=3)=[C:11]([CH3:24])[O:10][N:9]=2)[CH:5]=[CH:6][CH:7]=1. The yield is 0.510. (6) The reactants are Cl.[CH3:2][C:3]1[N:4]=[C:5]([NH2:9])[S:6][C:7]=1[CH3:8].C(N(CC)CC)C.[C:17]12([C:27](Cl)=[O:28])[CH2:26][CH:21]3[CH2:22][CH:23]([CH2:25][CH:19]([CH2:20]3)[CH2:18]1)[CH2:24]2. The catalyst is C1COCC1. The product is [CH3:2][C:3]1[N:4]=[C:5]([NH:9][C:27]([C:17]23[CH2:26][CH:21]4[CH2:20][CH:19]([CH2:25][CH:23]([CH2:22]4)[CH2:24]2)[CH2:18]3)=[O:28])[S:6][C:7]=1[CH3:8]. The yield is 0.740. (7) The reactants are [NH2:1][C:2]1[N:7]=[C:6](Cl)[CH:5]=[C:4]([CH:9]2[CH2:13][CH2:12][CH2:11][CH2:10]2)[N:3]=1.[CH3:14][N:15]1[CH2:20][CH2:19][NH:18][CH2:17][CH2:16]1. The product is [CH:9]1([C:4]2[CH:5]=[C:6]([N:18]3[CH2:19][CH2:20][N:15]([CH3:14])[CH2:16][CH2:17]3)[N:7]=[C:2]([NH2:1])[N:3]=2)[CH2:13][CH2:12][CH2:11][CH2:10]1. The yield is 0.660. The catalyst is CCO.